From a dataset of Reaction yield outcomes from USPTO patents with 853,638 reactions. Predict the reaction yield, written as a fraction of the theoretical maximum amount of product (1.0 means a 100% yield; for example, 0.34 means a 34% yield). (1) The reactants are [CH2:1]([N:8]1[CH:12]=[C:11]([C:13]2[CH:18]=[CH:17][C:16]([N+:19]([O-:21])=[O:20])=[CH:15][C:14]=2[O:22]C)[CH:10]=[N:9]1)[C:2]1[CH:7]=[CH:6][CH:5]=[CH:4][CH:3]=1.B(Br)(Br)Br. The catalyst is ClCCl. The product is [CH2:1]([N:8]1[CH:12]=[C:11]([C:13]2[CH:18]=[CH:17][C:16]([N+:19]([O-:21])=[O:20])=[CH:15][C:14]=2[OH:22])[CH:10]=[N:9]1)[C:2]1[CH:7]=[CH:6][CH:5]=[CH:4][CH:3]=1. The yield is 0.360. (2) The reactants are O=P(Cl)(Cl)[Cl:3].[N+:6]1([O-])[CH:11]=[CH:10][CH:9]=[C:8]2[CH2:12][N:13]([C:15]([O:17][CH2:18][CH3:19])=[O:16])[CH2:14][C:7]=12. No catalyst specified. The product is [Cl:3][C:9]1[CH:10]=[CH:11][N:6]=[C:7]2[CH2:14][N:13]([C:15]([O:17][CH2:18][CH3:19])=[O:16])[CH2:12][C:8]=12. The yield is 0.459. (3) The reactants are [CH:1]1([C:5]2[O:9][N:8]=[C:7]([CH2:10][O:11]C(C)(C)C)[C:6]=2[C:16]([O:18][CH2:19][CH3:20])=[O:17])[CH2:4][CH2:3][CH2:2]1.FC(F)(F)C(O)=O. The catalyst is ClCCl. The product is [CH:1]1([C:5]2[O:9][N:8]=[C:7]([CH2:10][OH:11])[C:6]=2[C:16]([O:18][CH2:19][CH3:20])=[O:17])[CH2:2][CH2:3][CH2:4]1. The yield is 0.690. (4) The reactants are [Cl:1][C:2]1[N:7]2[N:8]=[C:9]([C:11]3[CH:20]=[CH:19][C:18]4[CH2:17][CH2:16][CH2:15][CH2:14][C:13]=4[CH:12]=3)[CH:10]=[C:6]2[N:5]=[C:4]([CH3:21])[C:3]=1[CH:22]([OH:27])[C:23]([O:25][CH3:26])=[O:24].CC(OI1(OC(C)=O)(OC(C)=O)OC(=O)C2C=CC=CC1=2)=O. The catalyst is C(Cl)Cl.C(OCC)(=O)C. The product is [Cl:1][C:2]1[N:7]2[N:8]=[C:9]([C:11]3[CH:20]=[CH:19][C:18]4[CH2:17][CH2:16][CH2:15][CH2:14][C:13]=4[CH:12]=3)[CH:10]=[C:6]2[N:5]=[C:4]([CH3:21])[C:3]=1[C:22](=[O:27])[C:23]([O:25][CH3:26])=[O:24]. The yield is 0.442. (5) The yield is 0.630. The product is [I:34][C:21]1[C:4]2=[N:5][CH:6]=[C:7]([O:19][CH3:20])[C:8]([O:9][CH2:10][C:11]3[CH:16]=[CH:15][C:14]([O:17][CH3:18])=[CH:13][CH:12]=3)=[C:3]2[O:2][C:22]=1[C:23]1[CH:24]=[N:25][N:26]([CH3:28])[CH:27]=1. The catalyst is C1COCC1. The reactants are C[O:2][C:3]1[C:4]([C:21]#[C:22][C:23]2[CH:24]=[N:25][N:26]([CH3:28])[CH:27]=2)=[N:5][CH:6]=[C:7]([O:19][CH3:20])[C:8]=1[O:9][CH2:10][C:11]1[CH:16]=[CH:15][C:14]([O:17][CH3:18])=[CH:13][CH:12]=1.F[B-](F)(F)F.[IH2+:34].N1C=CC=CC=1.N1C=CC=CC=1. (6) The reactants are [Cl:1][C:2]1[CH:7]=[CH:6][CH:5]=[C:4]([Cl:8])[C:3]=1[C:9]1[C:13]([CH2:14][O:15][C:16]2[CH:21]=[CH:20][C:19]([C:22]3[S:26][C:25]([C:27](O)=[O:28])=[CH:24][CH:23]=3)=[C:18]([CH3:30])[CH:17]=2)=[C:12]([CH:31]([CH3:33])[CH3:32])[O:11][N:10]=1.Cl.CN(C)CCCN=C=NCC.[CH3:46][S:47]([NH2:50])(=[O:49])=[O:48]. The catalyst is ClCCl. The product is [Cl:1][C:2]1[CH:7]=[CH:6][CH:5]=[C:4]([Cl:8])[C:3]=1[C:9]1[C:13]([CH2:14][O:15][C:16]2[CH:21]=[CH:20][C:19]([C:22]3[S:26][C:25]([C:27]([NH:50][S:47]([CH3:46])(=[O:49])=[O:48])=[O:28])=[CH:24][CH:23]=3)=[C:18]([CH3:30])[CH:17]=2)=[C:12]([CH:31]([CH3:32])[CH3:33])[O:11][N:10]=1. The yield is 0.550. (7) The reactants are CC1(O)CCCN(C2N(C)N=CC=2[N+]([O-])=O)CC1.Cl[C:20]1[N:24]([CH2:25][CH3:26])[N:23]=[CH:22][C:21]=1[N+:27]([O-:29])=[O:28].[F:30][C:31]([F:43])([F:42])[C:32]([NH:34][CH:35]1[CH2:41][CH2:40][CH2:39][NH:38][CH2:37][CH2:36]1)=[O:33]. No catalyst specified. The product is [CH2:25]([N:24]1[C:20]([N:38]2[CH2:39][CH2:40][CH2:41][CH:35]([NH:34][C:32](=[O:33])[C:31]([F:42])([F:30])[F:43])[CH2:36][CH2:37]2)=[C:21]([N+:27]([O-:29])=[O:28])[CH:22]=[N:23]1)[CH3:26]. The yield is 0.550. (8) The reactants are [NH2:1][C@H:2]1[CH2:6][CH2:5][N:4]([C:7]2[CH:12]=[CH:11][C:10]([NH:13][C:14]3[N:19]=[C:18]([C:20]4[N:24]([CH:25]([CH3:27])[CH3:26])[C:23]([CH3:28])=[N:22][CH:21]=4)[C:17]([F:29])=[CH:16][N:15]=3)=[CH:9][CH:8]=2)[CH2:3]1.[C:30](O)(=[O:34])[C@H:31]([CH3:33])[OH:32].CCN(C(C)C)C(C)C.CCN=C=NCCCN(C)C. The catalyst is C(Cl)Cl. The product is [F:29][C:17]1[C:18]([C:20]2[N:24]([CH:25]([CH3:26])[CH3:27])[C:23]([CH3:28])=[N:22][CH:21]=2)=[N:19][C:14]([NH:13][C:10]2[CH:9]=[CH:8][C:7]([N:4]3[CH2:5][CH2:6][C@H:2]([NH:1][C:30](=[O:34])[C@@H:31]([OH:32])[CH3:33])[CH2:3]3)=[CH:12][CH:11]=2)=[N:15][CH:16]=1. The yield is 0.300. (9) The reactants are NS(N)(=O)=O.Cl[CH2:7][CH2:8][CH2:9][S:10]([N:13]1[CH2:18][CH2:17][CH:16]([C:19]2[C:27]3[C:22](=[C:23]([C:34]([NH2:36])=[O:35])[CH:24]=[C:25]([C:28]4[CH:33]=[CH:32][CH:31]=[CH:30][CH:29]=4)[CH:26]=3)[NH:21][CH:20]=2)[CH2:15][CH2:14]1)(=[O:12])=[O:11].[NH:37]1[CH2:42][CH2:41][CH2:40][CH2:39][CH2:38]1.C([O-])([O-])=O.[K+].[K+].[Na+].[I-]. No catalyst specified. The product is [C:28]1([C:25]2[CH:26]=[C:27]3[C:22](=[C:23]([C:34]([NH2:36])=[O:35])[CH:24]=2)[NH:21][CH:20]=[C:19]3[CH:16]2[CH2:17][CH2:18][N:13]([S:10]([CH2:9][CH2:8][CH2:7][N:37]3[CH2:42][CH2:41][CH2:40][CH2:39][CH2:38]3)(=[O:12])=[O:11])[CH2:14][CH2:15]2)[CH:33]=[CH:32][CH:31]=[CH:30][CH:29]=1. The yield is 0.460. (10) The reactants are [CH3:1][C:2]1[NH:3][C:4](=[O:26])[C:5]([CH2:11][C:12]2[CH:17]=[CH:16][C:15]([C:18]3[C:19]([C:24]#[N:25])=[CH:20][CH:21]=[CH:22][CH:23]=3)=[CH:14][CH:13]=2)=[C:6]([CH2:8][CH2:9][CH3:10])[N:7]=1.[H-].[Na+].CN(C)C=O.Br[CH2:35][C:36]1[S:37][CH:38]=[CH:39][CH:40]=1. The catalyst is C(OCC)(=O)C. The product is [CH3:1][C:2]1[N:3]([CH2:35][C:36]2[S:37][CH:38]=[CH:39][CH:40]=2)[C:4](=[O:26])[C:5]([CH2:11][C:12]2[CH:17]=[CH:16][C:15]([C:18]3[C:19]([C:24]#[N:25])=[CH:20][CH:21]=[CH:22][CH:23]=3)=[CH:14][CH:13]=2)=[C:6]([CH2:8][CH2:9][CH3:10])[N:7]=1. The yield is 0.580.